The task is: Predict the product of the given reaction.. This data is from Forward reaction prediction with 1.9M reactions from USPTO patents (1976-2016). (1) Given the reactants [CH3:1][O:2][C:3]1[CH:4]=[C:5]2[C:10](=[CH:11][C:12]=1[O:13][CH3:14])[N:9]=[CH:8][CH:7]=[C:6]2[OH:15].F[C:17]1[CH:22]=[CH:21][C:20]([N+:23]([O-])=O)=[CH:19][CH:18]=1, predict the reaction product. The product is: [CH3:1][O:2][C:3]1[CH:4]=[C:5]2[C:10](=[CH:11][C:12]=1[O:13][CH3:14])[N:9]=[CH:8][CH:7]=[C:6]2[O:15][C:17]1[CH:22]=[CH:21][C:20]([NH2:23])=[CH:19][CH:18]=1. (2) The product is: [Cl:1][C:2]1[C:3]([C:22]2[S:26][C:25]([C:27]3([O:31][CH2:32][O:33][CH3:34])[CH2:30][CH2:29][CH2:28]3)=[N:24][CH:23]=2)=[C:4]2[CH:10]=[C:9]([C:43]3[CH:44]=[N:45][N:46]([CH2:48][CH2:49][N:50]4[CH2:55][CH2:54][O:53][CH2:52][CH2:51]4)[CH:47]=3)[N:8]([S:12]([C:15]3[CH:21]=[CH:20][C:18]([CH3:19])=[CH:17][CH:16]=3)(=[O:14])=[O:13])[C:5]2=[N:6][CH:7]=1. Given the reactants [Cl:1][C:2]1[C:3]([C:22]2[S:26][C:25]([C:27]3([O:31][CH2:32][O:33][CH3:34])[CH2:30][CH2:29][CH2:28]3)=[N:24][CH:23]=2)=[C:4]2[CH:10]=[C:9](I)[N:8]([S:12]([C:15]3[CH:21]=[CH:20][C:18]([CH3:19])=[CH:17][CH:16]=3)(=[O:14])=[O:13])[C:5]2=[N:6][CH:7]=1.CC1(C)C(C)(C)OB([C:43]2[CH:44]=[N:45][N:46]([CH2:48][CH2:49][N:50]3[CH2:55][CH2:54][O:53][CH2:52][CH2:51]3)[CH:47]=2)O1.C(=O)(O)[O-], predict the reaction product. (3) Given the reactants Br[C:2]1[C:3]([CH2:8][C:9]#[N:10])=[N:4][O:5][C:6]=1[CH3:7].CC1(C)C(C)(C)OB([C:19]2[CH:24]=[CH:23][CH:22]=[CH:21][C:20]=2[NH:25][C:26](=[O:32])[O:27][C:28]([CH3:31])([CH3:30])[CH3:29])O1.C(=O)([O-])[O-].[Cs+].[Cs+].O, predict the reaction product. The product is: [C:9]([CH2:8][C:3]1[C:2]([C:19]2[CH:24]=[CH:23][CH:22]=[CH:21][C:20]=2[NH:25][C:26](=[O:32])[O:27][C:28]([CH3:30])([CH3:29])[CH3:31])=[C:6]([CH3:7])[O:5][N:4]=1)#[N:10]. (4) Given the reactants C(=O)([O-])[O-].[K+].[K+].I[C:8]1[CH:9]=[CH:10][C:11]2[N:12]([CH:14]=[C:15]([C:17]([NH:19][C:20]3[CH:25]=[CH:24][CH:23]=[CH:22][N:21]=3)=[O:18])[N:16]=2)[CH:13]=1.[S:26]1[CH:30]=[CH:29][C:28](B(O)O)=[CH:27]1, predict the reaction product. The product is: [N:21]1[CH:22]=[CH:23][CH:24]=[CH:25][C:20]=1[NH:19][C:17]([C:15]1[N:16]=[C:11]2[CH:10]=[CH:9][C:8]([C:28]3[CH:29]=[CH:30][S:26][CH:27]=3)=[CH:13][N:12]2[CH:14]=1)=[O:18]. (5) Given the reactants [Br:1][C:2]1[C:11]([F:12])=[C:10]2[C:5]([C:6](O)=[C:7]([C:13]([O:15][CH2:16][CH3:17])=[O:14])[CH:8]=[N:9]2)=[CH:4][C:3]=1[Cl:19].O=P(Cl)(Cl)[Cl:22], predict the reaction product. The product is: [Br:1][C:2]1[C:11]([F:12])=[C:10]2[C:5]([C:6]([Cl:22])=[C:7]([C:13]([O:15][CH2:16][CH3:17])=[O:14])[CH:8]=[N:9]2)=[CH:4][C:3]=1[Cl:19]. (6) Given the reactants Cl[S:2]([C:5]1[CH:6]=[CH:7][C:8]([F:14])=[C:9]([CH:13]=1)[C:10]([OH:12])=[O:11])(=[O:4])=[O:3].[CH:15]1([NH2:20])[CH2:19][CH2:18][CH2:17][CH2:16]1.C(N(C(C)C)CC)(C)C, predict the reaction product. The product is: [CH:15]1([NH:20][S:2]([C:5]2[CH:6]=[CH:7][C:8]([F:14])=[C:9]([CH:13]=2)[C:10]([OH:12])=[O:11])(=[O:4])=[O:3])[CH2:19][CH2:18][CH2:17][CH2:16]1. (7) Given the reactants [CH2:1]([C@H:4]([CH:8]([C:12]([O:14][C:15]([CH3:18])([CH3:17])[CH3:16])=[O:13])[CH2:9][CH:10]=[CH2:11])[C:5]([OH:7])=[O:6])[CH:2]=[CH2:3].C(=O)([O-])[O-].[K+].[K+].Br[CH2:26][C:27]1[CH:32]=[CH:31][CH:30]=[CH:29][CH:28]=1.CCOC(C)=O.CCCCCC, predict the reaction product. The product is: [CH2:1]([C@H:4]([C@H:8]([CH2:9][CH:10]=[CH2:11])[C:12]([O:14][C:15]([CH3:18])([CH3:17])[CH3:16])=[O:13])[C:5]([O:7][CH2:26][C:27]1[CH:32]=[CH:31][CH:30]=[CH:29][CH:28]=1)=[O:6])[CH:2]=[CH2:3]. (8) Given the reactants Cl[C:2]1[CH:15]=[CH:14][C:5]([C:6]([C:8]2[CH:13]=[CH:12][CH:11]=[CH:10][CH:9]=2)=[O:7])=[CH:4][CH:3]=1.[SH:16][CH2:17][C:18]([OH:20])=[O:19].CN(C=O)C.[OH-].[Na+], predict the reaction product. The product is: [C:18]([CH2:17][S:16][C:2]1[CH:15]=[CH:14][C:5]([C:6]([C:8]2[CH:13]=[CH:12][CH:11]=[CH:10][CH:9]=2)=[O:7])=[CH:4][CH:3]=1)([OH:20])=[O:19].